Dataset: Reaction yield outcomes from USPTO patents with 853,638 reactions. Task: Predict the reaction yield, written as a fraction of the theoretical maximum amount of product (1.0 means a 100% yield; for example, 0.34 means a 34% yield). (1) The catalyst is C1(C)C=CC=CC=1. The product is [CH2:7]([O:6][C:5](=[O:14])[NH:4][CH2:3][C:2]1[N:18]2[C:19](=[O:31])[C:20]3[NH:21][CH:22]=[N:23][C:24]=3[N:25]([CH2:26][CH2:27][CH2:28][CH2:29][CH3:30])[C:17]2=[N:16][N:15]=1)[C:8]1[CH:13]=[CH:12][CH:11]=[CH:10][CH:9]=1. The yield is 0.870. The reactants are O=[C:2]([NH:15]/[N:16]=[C:17]1\[NH:18][C:19](=[O:31])[C:20]2[NH:21][CH:22]=[N:23][C:24]=2[N:25]\1[CH2:26][CH2:27][CH2:28][CH2:29][CH3:30])[CH2:3][NH:4][C:5](=[O:14])[O:6][CH2:7][C:8]1[CH:13]=[CH:12][CH:11]=[CH:10][CH:9]=1. (2) The reactants are [CH2:1]([O:3][C:4]([N:6]1[CH2:12][CH2:11][C:10]2[CH:13]=[CH:14][S:15][C:9]=2[CH2:8][CH2:7]1)=[O:5])[CH3:2].[CH3:16][C:17]([CH3:22])([CH3:21])[C:18](Cl)=[O:19].[Al+3].[Cl-].[Cl-].[Cl-]. The catalyst is ClC(Cl)C. The product is [CH2:1]([O:3][C:4]([N:6]1[CH2:12][CH2:11][C:10]2[CH:13]=[C:14]([C:18](=[O:19])[C:17]([CH3:22])([CH3:21])[CH3:16])[S:15][C:9]=2[CH2:8][CH2:7]1)=[O:5])[CH3:2]. The yield is 0.270. (3) The reactants are [Cl:1][C:2]1[C:3]([C:13]([F:16])([F:15])[F:14])=[N:4][N:5]([CH:8]([CH3:12])[C:9]([OH:11])=O)[C:6]=1[CH3:7].[F:17][C:18]1[CH:23]=[CH:22][C:21]([N:24]2[C:32]3[CH2:31][CH2:30][CH2:29][NH:28][C:27]=3[CH:26]=[N:25]2)=[CH:20][CH:19]=1. No catalyst specified. The product is [Cl:1][C:2]1[C:3]([C:13]([F:16])([F:15])[F:14])=[N:4][N:5]([CH:8]([CH3:12])[C:9]([N:28]2[CH2:29][CH2:30][CH2:31][C:32]3[N:24]([C:21]4[CH:22]=[CH:23][C:18]([F:17])=[CH:19][CH:20]=4)[N:25]=[CH:26][C:27]2=3)=[O:11])[C:6]=1[CH3:7]. The yield is 0.750. (4) The yield is 0.710. The reactants are F[P-](F)(F)(F)(F)F.N1(O[P+](N(C)C)(N(C)C)N(C)C)C2C=CC=CC=2N=N1.[Cl:28][C:29]1[CH:30]=[C:31]([CH:37]([CH2:41][CH:42]2[CH2:46][CH2:45][CH2:44][CH2:43]2)[C:38]([OH:40])=O)[CH:32]=[CH:33][C:34]=1[S:35][CH3:36].C(N(CC)C(C)C)(C)C.[NH2:56][C:57]1[S:58][CH:59]=[CH:60][N:61]=1. The catalyst is C(Cl)Cl. The product is [Cl:28][C:29]1[CH:30]=[C:31]([CH:37]([CH2:41][CH:42]2[CH2:46][CH2:45][CH2:44][CH2:43]2)[C:38]([NH:56][C:57]2[S:58][CH:59]=[CH:60][N:61]=2)=[O:40])[CH:32]=[CH:33][C:34]=1[S:35][CH3:36]. (5) The reactants are [Br:1][C:2]1[CH:7]=[CH:6][C:5]([OH:8])=[CH:4][CH:3]=1.[H-].[Na+].[CH2:11](Cl)[O:12][CH3:13]. The catalyst is C1COCC1. The product is [Br:1][C:2]1[CH:7]=[CH:6][C:5]([O:8][CH2:11][O:12][CH3:13])=[CH:4][CH:3]=1. The yield is 0.800. (6) The reactants are [C:1]([NH:5][C:6]1[C:11](I)=[CH:10][N:9]=[C:8]([Cl:13])[N:7]=1)([CH3:4])([CH3:3])[CH3:2].[Cl:14][C:15]1[CH:20]=[CH:19][CH:18]=[C:17]([Cl:21])[C:16]=1[C:22]#[CH:23].CCN(C(C)C)C(C)C.O. The catalyst is CN1C(=O)CCC1.[Cu]I.C1C=CC([P]([Pd]([P](C2C=CC=CC=2)(C2C=CC=CC=2)C2C=CC=CC=2)([P](C2C=CC=CC=2)(C2C=CC=CC=2)C2C=CC=CC=2)[P](C2C=CC=CC=2)(C2C=CC=CC=2)C2C=CC=CC=2)(C2C=CC=CC=2)C2C=CC=CC=2)=CC=1. The product is [C:1]([NH:5][C:6]1[C:11]([C:23]#[C:22][C:16]2[C:15]([Cl:14])=[CH:20][CH:19]=[CH:18][C:17]=2[Cl:21])=[CH:10][N:9]=[C:8]([Cl:13])[N:7]=1)([CH3:4])([CH3:3])[CH3:2]. The yield is 1.00. (7) The reactants are [CH2:1]1[C:5]2=[C:6]3[C:7]([CH2:10][CH2:11]/[C:12]/3=[CH:13]\[CH2:14][NH:15][C:16](=[O:19])[CH2:17][CH3:18])=[N:8][CH:9]=[C:4]2[O:3][CH2:2]1. The catalyst is CO.[C].[Pd]. The product is [CH2:1]1[C:5]2=[C:6]3[CH:12]([CH2:13][CH2:14][NH:15][C:16](=[O:19])[CH2:17][CH3:18])[CH2:11][CH2:10][C:7]3=[N:8][CH:9]=[C:4]2[O:3][CH2:2]1. The yield is 0.600. (8) The yield is 0.890. The product is [Cl:12][C:13]1[N:14]=[CH:15][C:16]2[C:21]([CH3:23])([CH3:22])[CH2:20][NH:19][C:17]=2[CH:18]=1. The reactants are C([O-])=O.[Na+].C(N(CC)CC)C.[Cl:12][C:13]1[CH:18]=[C:17]([NH:19][CH2:20][C:21]([CH3:23])=[CH2:22])[C:16](I)=[CH:15][N:14]=1. The catalyst is [Cl-].C([N+](CCCC)(CCCC)CCCC)CCC.C1(C)C=CC=CC=1.O.C([O-])(=O)C.[Pd+2].C([O-])(=O)C. (9) The yield is 0.883. The reactants are [C:1](=[O:4])([O-])O.[K+].[CH3:6][OH:7].[N:8]1[C:15](Cl)=[N:14][C:12](Cl)=[N:11][C:9]=1[Cl:10]. The product is [Cl:10][C:9]1[N:11]=[C:12]([O:7][CH3:6])[N:14]=[C:15]([O:4][CH3:1])[N:8]=1. No catalyst specified. (10) The catalyst is C1(C)C=CC=CC=1.O1CCOCC1.CC(O)=O. The yield is 0.580. The product is [Cl:27][C:21]1[CH:22]=[C:23]([Cl:26])[CH:24]=[CH:25][C:20]=1[C:8]1[N:7]2[CH:28]=[C:4]([C:1]3[O:3][N:32]=[C:30]([CH3:29])[N:2]=3)[N:5]=[C:6]2[N:11]=[C:10]([CH3:12])[C:9]=1[C:13]([O:15][C:16]([CH3:19])([CH3:18])[CH3:17])=[O:14]. The reactants are [C:1]([C:4]1[N:5]=[C:6]2[N:11]=[C:10]([CH3:12])[C:9]([C:13]([O:15][C:16]([CH3:19])([CH3:18])[CH3:17])=[O:14])=[C:8]([C:20]3[CH:25]=[CH:24][C:23]([Cl:26])=[CH:22][C:21]=3[Cl:27])[N:7]2[CH:28]=1)(=[O:3])[NH2:2].[CH3:29][C:30]([N:32](C)C)=O.CC(N(C)C)=O.NO.Cl.[OH-].[Na+].